Predict the reaction yield, written as a fraction of the theoretical maximum amount of product (1.0 means a 100% yield; for example, 0.34 means a 34% yield). From a dataset of Reaction yield outcomes from USPTO patents with 853,638 reactions. The reactants are [S:1]1[CH:5]=[CH:4][C:3]2[C:6](=[O:10])[CH2:7][CH2:8][CH2:9][C:2]1=2.[Li+].CC([N-]C(C)C)C.[CH2:19](Br)[C:20]1[CH:25]=[CH:24][CH:23]=[CH:22][CH:21]=1.[Cl-].[NH4+]. The catalyst is C1COCC1. The product is [CH2:19]([CH:7]1[CH2:8][CH2:9][C:2]2[S:1][CH:5]=[CH:4][C:3]=2[C:6]1=[O:10])[C:20]1[CH:25]=[CH:24][CH:23]=[CH:22][CH:21]=1. The yield is 0.620.